From a dataset of Forward reaction prediction with 1.9M reactions from USPTO patents (1976-2016). Predict the product of the given reaction. (1) Given the reactants [Br:1][C:2]1[CH:7]=[CH:6][N:5]=[C:4](F)[CH:3]=1.[O:9]1[CH2:14][CH2:13][CH:12]([NH2:15])[CH2:11][CH2:10]1.C(=O)([O-])[O-].[Cs+].[Cs+], predict the reaction product. The product is: [Br:1][C:2]1[CH:7]=[CH:6][N:5]=[C:4]([NH:15][CH:12]2[CH2:13][CH2:14][O:9][CH2:10][CH2:11]2)[CH:3]=1. (2) Given the reactants C[Si](N[Si](C)(C)C)(C)C.[CH:10]1[N:14]=[CH:13][N:12]2[CH2:15][CH2:16][C:17](=[O:18])[C:11]=12.[Cl-].[Ce+3].[Cl-].[Cl-].[O:23]=[C:24]1[CH2:29][CH2:28][N:27]([C:30]([O:32][C:33]([CH3:36])([CH3:35])[CH3:34])=[O:31])[CH2:26][CH2:25]1.[Cl-].[NH4+], predict the reaction product. The product is: [OH:23][C:24]1([CH:16]2[CH2:15][N:12]3[CH:13]=[N:14][CH:10]=[C:11]3[C:17]2=[O:18])[CH2:25][CH2:26][N:27]([C:30]([O:32][C:33]([CH3:36])([CH3:35])[CH3:34])=[O:31])[CH2:28][CH2:29]1. (3) Given the reactants F[C:2]1[CH:10]=[CH:9][C:5]([C:6]([OH:8])=[O:7])=[CH:4][C:3]=1[N+:11]([O-:13])=[O:12].[Cl:14][C:15]1[CH:16]=[C:17]([OH:22])[CH:18]=[C:19]([Cl:21])[CH:20]=1.[H-].[Na+].Cl, predict the reaction product. The product is: [Cl:14][C:15]1[CH:16]=[C:17]([CH:18]=[C:19]([Cl:21])[CH:20]=1)[O:22][C:2]1[CH:10]=[CH:9][C:5]([C:6]([OH:8])=[O:7])=[CH:4][C:3]=1[N+:11]([O-:13])=[O:12]. (4) Given the reactants [CH3:1][C:2]1[CH:6]=[C:5]([CH3:7])[NH:4][C:3]=1[CH:8]=[C:9]1[C:17]2[C:12](=[CH:13][CH:14]=[CH:15][CH:16]=2)[NH:11][C:10]1=[O:18].[Cl-].[Cl:20][C:21](=[O:27])[CH2:22][N+:23]([CH3:26])([CH3:25])[CH3:24], predict the reaction product. The product is: [Cl-:20].[CH3:1][C:2]1[CH:6]=[C:5]([CH3:7])[NH:4][C:3]=1/[CH:8]=[C:9]1\[C:10](=[O:18])[N:11]([C:21](=[O:27])[CH2:22][N+:23]([CH3:26])([CH3:25])[CH3:24])[C:12]2[C:17]\1=[CH:16][CH:15]=[CH:14][CH:13]=2.